This data is from Forward reaction prediction with 1.9M reactions from USPTO patents (1976-2016). The task is: Predict the product of the given reaction. (1) The product is: [C:34]([O:33][C:31](=[O:32])[NH:22][C@H:23]([C:28](=[O:29])[NH:2][CH:3]1[CH2:9][C:8]([CH3:11])([CH3:10])[CH2:7][N:6]([S:12]([C:15]2[CH:20]=[CH:19][CH:18]=[CH:17][N:16]=2)(=[O:14])=[O:13])[CH2:5][CH:4]1[OH:21])[CH2:24][CH:25]([CH3:26])[CH3:27])([CH3:35])([CH3:37])[CH3:36]. Given the reactants Cl.[NH2:2][CH:3]1[CH2:9][C:8]([CH3:11])([CH3:10])[CH2:7][N:6]([S:12]([C:15]2[CH:20]=[CH:19][CH:18]=[CH:17][N:16]=2)(=[O:14])=[O:13])[CH2:5][CH:4]1[OH:21].[NH:22]([C:31]([O:33][C:34]([CH3:37])([CH3:36])[CH3:35])=[O:32])[C@H:23]([C:28](O)=[O:29])[CH2:24][CH:25]([CH3:27])[CH3:26].CN(C(ON1N=NC2C=CC=CC1=2)=[N+](C)C)C.F[P-](F)(F)(F)(F)F.CN1CCOCC1, predict the reaction product. (2) Given the reactants [CH3:1][C:2]1[C:3]([O:11][C:12]2[CH:17]=[CH:16][N:15]=[C:14]([NH2:18])[CH:13]=2)=[N:4][CH:5]=[C:6]([N+:8]([O-:10])=[O:9])[CH:7]=1.[CH3:19][C:20]([O:23][C:24](O[C:24]([O:23][C:20]([CH3:22])([CH3:21])[CH3:19])=[O:25])=[O:25])([CH3:22])[CH3:21], predict the reaction product. The product is: [CH3:1][C:2]1[C:3]([O:11][C:12]2[CH:17]=[CH:16][N:15]=[C:14]([NH:18][C:24](=[O:25])[O:23][C:20]([CH3:22])([CH3:21])[CH3:19])[CH:13]=2)=[N:4][CH:5]=[C:6]([N+:8]([O-:10])=[O:9])[CH:7]=1. (3) Given the reactants C[O:2][C:3]1[C:8]2[O:9][C:10]([CH3:12])=[CH:11][C:7]=2[C:6]([CH:13]=[O:14])=[CH:5][CH:4]=1.CN(P(N(C)C)(N(C)C)=O)C.O, predict the reaction product. The product is: [OH:2][C:3]1[C:8]2[O:9][C:10]([CH3:12])=[CH:11][C:7]=2[C:6]([CH:13]=[O:14])=[CH:5][CH:4]=1. (4) Given the reactants [C:1]([N:4]1[CH2:9][CH2:8][C:7]2[N:10]([CH:30]3CCOC3)[N:11]=[C:12]([N:13]3[C:21]4[C:16](=[CH:17][C:18]([C:22]5[C:23](C#N)=[N:24][N:25](C)[CH:26]=5)=[CH:19][CH:20]=4)CC3)[C:6]=2[CH2:5]1)(=[O:3])[CH3:2].Br[CH2:36][CH2:37][N:38]([CH3:40])[CH3:39].C([O-])([O-])=O.[Cs+].[Cs+], predict the reaction product. The product is: [CH3:39][N:38]([CH3:40])[CH2:37][CH2:36][N:25]1[CH:26]=[C:22]([C:18]2[CH:17]=[CH:16][C:21]([NH:13][C:12]3[C:6]4[CH2:5][N:4]([C:1](=[O:3])[CH3:2])[CH2:9][CH2:8][C:7]=4[N:10]([CH3:30])[N:11]=3)=[CH:20][CH:19]=2)[CH:23]=[N:24]1. (5) Given the reactants Br[C:2]1[CH:3]=[C:4]2[C:9](=[CH:10][CH:11]=1)[N:8]=[C:7]([NH2:12])[N:6]=[CH:5]2.[C:13]1([CH3:22])[CH:18]=[CH:17][CH:16]=[CH:15][C:14]=1B(O)O.C([O-])([O-])=O.[Na+].[Na+], predict the reaction product. The product is: [C:13]1([CH3:22])[CH:18]=[CH:17][CH:16]=[CH:15][C:14]=1[C:2]1[CH:3]=[C:4]2[C:9](=[CH:10][CH:11]=1)[N:8]=[C:7]([NH2:12])[N:6]=[CH:5]2. (6) Given the reactants Cl.[CH3:2][O:3][C:4]1[CH:13]=[CH:12][C:7]([C:8]([O:10][CH3:11])=[O:9])=[CH:6][C:5]=1[NH:14][C:15](=[NH:22])[CH2:16][C:17]1[S:18][CH:19]=[CH:20][CH:21]=1.[O-:23]Cl.[Na+:25], predict the reaction product. The product is: [C:8]([O-:10])([OH:23])=[O:9].[Na+:25].[CH3:2][O:3][C:4]1[C:5]2[NH:14][C:15]([CH2:16][C:17]3[S:18][CH:19]=[CH:20][CH:21]=3)=[N:22][C:6]=2[C:7]([C:8]([O:10][CH3:11])=[O:9])=[CH:12][CH:13]=1.